This data is from NCI-60 drug combinations with 297,098 pairs across 59 cell lines. The task is: Regression. Given two drug SMILES strings and cell line genomic features, predict the synergy score measuring deviation from expected non-interaction effect. Drug 1: CS(=O)(=O)OCCCCOS(=O)(=O)C. Drug 2: C(CCl)NC(=O)N(CCCl)N=O. Cell line: SK-MEL-28. Synergy scores: CSS=1.91, Synergy_ZIP=-0.841, Synergy_Bliss=-0.785, Synergy_Loewe=-1.45, Synergy_HSA=-1.47.